This data is from Forward reaction prediction with 1.9M reactions from USPTO patents (1976-2016). The task is: Predict the product of the given reaction. Given the reactants FC1C=CC(C[O:7][C:8](=[O:40])[C:9]2[CH:14]=[CH:13][CH:12]=[C:11]([N:15]3[C:19]([CH3:20])=[CH:18][CH:17]=[C:16]3[C:21]3[CH:26]=[C:25]([C:27]([F:30])([F:29])[F:28])[CH:24]=[CH:23][C:22]=3[O:31][CH2:32][C:33]3[CH:38]=[CH:37][C:36]([F:39])=[CH:35][CH:34]=3)[N:10]=2)=CC=1.[OH-].[Na+].Cl, predict the reaction product. The product is: [F:30][C:27]([F:28])([F:29])[C:25]1[CH:24]=[CH:23][C:22]([O:31][CH2:32][C:33]2[CH:34]=[CH:35][C:36]([F:39])=[CH:37][CH:38]=2)=[C:21]([C:16]2[N:15]([C:11]3[N:10]=[C:9]([C:8]([OH:40])=[O:7])[CH:14]=[CH:13][CH:12]=3)[C:19]([CH3:20])=[CH:18][CH:17]=2)[CH:26]=1.